From a dataset of Full USPTO retrosynthesis dataset with 1.9M reactions from patents (1976-2016). Predict the reactants needed to synthesize the given product. (1) Given the product [CH3:16][O:18][CH:8]1[C:7]2[CH:15]=[CH:3][CH:4]=[CH:5][C:6]=2[CH2:12][CH2:11][N:10]([CH3:13])[C:9]1=[O:14], predict the reactants needed to synthesize it. The reactants are: CO[C:3]1[CH:4]=[CH:5][C:6]2[CH:12]=[CH:11][N:10]([CH3:13])[C:9](=[O:14])[CH2:8][C:7]=2[CH:15]=1.[C:16](OCC)(=[O:18])C. (2) Given the product [CH2:1]([O:3][C:4]([C:6]1[CH:7]=[C:8]([C:17](=[O:18])[C:16]([Cl:21])([Cl:20])[Cl:15])[N:9]2[CH2:14][CH2:13][O:12][CH2:11][C:10]=12)=[O:5])[CH3:2], predict the reactants needed to synthesize it. The reactants are: [CH2:1]([O:3][C:4]([C:6]1[CH:7]=[CH:8][N:9]2[CH2:14][CH2:13][O:12][CH2:11][C:10]=12)=[O:5])[CH3:2].[Cl:15][C:16]([Cl:21])([Cl:20])[C:17](Cl)=[O:18]. (3) Given the product [CH:23]1[CH:22]=[C:21]([N:27]2[CH2:32][CH2:31][N:30]([CH2:2][CH2:3][CH2:4][CH2:5][O:6][C:7]3[CH:8]=[CH:9][C:10]4[CH2:11][CH2:12][C:13](=[O:17])[NH:14][C:15]=4[CH:16]=3)[CH2:29][CH2:28]2)[C:20]([Cl:19])=[C:25]([Cl:26])[CH:24]=1, predict the reactants needed to synthesize it. The reactants are: Br[CH2:2][CH2:3][CH2:4][CH2:5][O:6][C:7]1[CH:16]=[C:15]2[C:10]([CH2:11][CH2:12][C:13](=[O:17])[NH:14]2)=[CH:9][CH:8]=1.Cl.[Cl:19][C:20]1[C:25]([Cl:26])=[CH:24][CH:23]=[CH:22][C:21]=1[N:27]1[CH2:32][CH2:31][NH:30][CH2:29][CH2:28]1.C(N(CC)CC)C.